This data is from Ames mutagenicity test results for genotoxicity prediction. The task is: Regression/Classification. Given a drug SMILES string, predict its toxicity properties. Task type varies by dataset: regression for continuous values (e.g., LD50, hERG inhibition percentage) or binary classification for toxic/non-toxic outcomes (e.g., AMES mutagenicity, cardiotoxicity, hepatotoxicity). Dataset: ames. The molecule is O=[N+]([O-])c1ccc2cc3c(cc2c1)C(O)C(O)C=C3. The result is 1 (mutagenic).